From a dataset of Reaction yield outcomes from USPTO patents with 853,638 reactions. Predict the reaction yield, written as a fraction of the theoretical maximum amount of product (1.0 means a 100% yield; for example, 0.34 means a 34% yield). (1) The reactants are [CH3:1][O:2][C:3]([C:5]1[C:13]([NH:14][C:15]2[CH:20]=[CH:19][CH:18]=[CH:17][C:16]=2[CH3:21])=[C:12]([F:22])[C:8]2[NH:9][CH:10]=[N:11][C:7]=2[CH:6]=1)=[O:4].CO.C1C(=O)N([I:32])C(=O)C1.CC1C=CC(S(O)(=O)=O)=CC=1.O. The catalyst is C1COCC1.C(Cl)Cl. The product is [CH3:1][O:2][C:3]([C:5]1[C:13]([NH:14][C:15]2[CH:20]=[CH:19][C:18]([I:32])=[CH:17][C:16]=2[CH3:21])=[C:12]([F:22])[C:8]2[NH:9][CH:10]=[N:11][C:7]=2[CH:6]=1)=[O:4]. The yield is 0.690. (2) The reactants are [CH3:1][N:2]1[CH2:7][CH2:6][CH:5]([N:8]2[CH:12]=[C:11]([N+:13]([O-])=O)[CH:10]=[N:9]2)[CH2:4][CH2:3]1. The catalyst is CO.[Pd]. The product is [CH3:1][N:2]1[CH2:3][CH2:4][CH:5]([N:8]2[CH:12]=[C:11]([NH2:13])[CH:10]=[N:9]2)[CH2:6][CH2:7]1. The yield is 0.810.